Dataset: Peptide-MHC class II binding affinity with 134,281 pairs from IEDB. Task: Regression. Given a peptide amino acid sequence and an MHC pseudo amino acid sequence, predict their binding affinity value. This is MHC class II binding data. (1) The peptide sequence is GSDPKKLVLDIKYTR. The MHC is DRB1_0802 with pseudo-sequence DRB1_0802. The binding affinity (normalized) is 0.185. (2) The binding affinity (normalized) is 0.178. The MHC is HLA-DPA10201-DPB10501 with pseudo-sequence HLA-DPA10201-DPB10501. The peptide sequence is AEHQAIIRDVLTASD. (3) The peptide sequence is EFENFMKAGAHPIMH. The MHC is DRB1_0405 with pseudo-sequence DRB1_0405. The binding affinity (normalized) is 0.412. (4) The peptide sequence is AAGTAAQAAVVRFQE. The MHC is HLA-DPA10301-DPB10402 with pseudo-sequence HLA-DPA10301-DPB10402. The binding affinity (normalized) is 0.0580.